From a dataset of Catalyst prediction with 721,799 reactions and 888 catalyst types from USPTO. Predict which catalyst facilitates the given reaction. (1) Reactant: Cl[C:2]1[CH:27]=[CH:26][C:5]([C:6]([NH:8][C:9]2[S:10][C:11]3[C:17]([N:18]4[CH2:23][CH2:22][O:21][CH2:20][CH2:19]4)=[CH:16][CH:15]=[C:14]([O:24][CH3:25])[C:12]=3[N:13]=2)=[O:7])=[CH:4][N:3]=1.C(=O)([O-])[O-].[Cs+].[Cs+].[CH3:34][N:35]1[CH2:40][CH2:39][NH:38][CH2:37][CH2:36]1. Product: [CH3:25][O:24][C:14]1[C:12]2[N:13]=[C:9]([NH:8][C:6](=[O:7])[C:5]3[CH:26]=[CH:27][C:2]([N:38]4[CH2:39][CH2:40][N:35]([CH3:34])[CH2:36][CH2:37]4)=[N:3][CH:4]=3)[S:10][C:11]=2[C:17]([N:18]2[CH2:23][CH2:22][O:21][CH2:20][CH2:19]2)=[CH:16][CH:15]=1. The catalyst class is: 37. (2) Reactant: [C:1]([C@@H:9]1[CH2:13][CH:12]([CH2:14][C:15]2[CH:20]=[CH:19][C:18]([C:21]3[CH:26]=[CH:25][CH:24]=[CH:23][CH:22]=3)=[CH:17][CH:16]=2)[N:11](/C=C/C2C=CC=CC=2)C1=O)(=O)C1C=CC=CC=1.C=O.CCCC[N+:42]([CH2:51]CCC)([CH2:47][CH2:48][CH2:49][CH3:50])CCCC.[OH-].[C:56]([O-:59])([O-])=O.[K+].[K+]. Product: [C:18]1([C:21]2[CH:22]=[CH:23][CH:24]=[CH:25][CH:26]=2)[CH:17]=[CH:16][C:15]([CH2:14][C@H:12]2[N:11]([CH2:51][N:42]3[CH2:47][CH2:48][CH2:49][CH2:50]3)[C:56](=[O:59])[C:9](=[CH2:1])[CH2:13]2)=[CH:20][CH:19]=1. The catalyst class is: 334. (3) Reactant: [CH3:1][C:2]1([CH3:10])[O:9][C:7](=[O:8])[CH2:6][C:4](=[O:5])[O:3]1.[OH:11][C:12]1[CH:19]=[CH:18][C:15]([CH:16]=O)=[CH:14][CH:13]=1. Product: [OH:11][C:12]1[CH:19]=[CH:18][C:15]([CH:16]=[C:6]2[C:7](=[O:8])[O:9][C:2]([CH3:10])([CH3:1])[O:3][C:4]2=[O:5])=[CH:14][CH:13]=1. The catalyst class is: 6. (4) Reactant: [C:1]([O:5][C:6]([N:8]([CH2:14][C@H:15]1[CH2:20][CH2:19][C@H:18]([N:21]2[C:26]3[C:27]4[CH:33]=[CH:32][N:31]([CH2:34][O:35][CH2:36][CH2:37][Si:38]([CH3:41])([CH3:40])[CH3:39])[C:28]=4[N:29]=[CH:30][C:25]=3[C:24](=[O:42])[N:23]([CH2:43][C:44](O)=[O:45])[CH2:22]2)[CH2:17][CH2:16]1)[CH2:9][C:10]([F:13])([F:12])[F:11])=[O:7])([CH3:4])([CH3:3])[CH3:2].[CH3:47][NH:48][CH3:49].CN(C(ON1N=NC2C=CC=NC1=2)=[N+](C)C)C.F[P-](F)(F)(F)(F)F.C(N(CC)C(C)C)(C)C.[Cl-].[NH4+]. Product: [CH3:47][N:48]([CH3:49])[C:44](=[O:45])[CH2:43][N:23]1[C:24](=[O:42])[C:25]2[CH:30]=[N:29][C:28]3[N:31]([CH2:34][O:35][CH2:36][CH2:37][Si:38]([CH3:39])([CH3:41])[CH3:40])[CH:32]=[CH:33][C:27]=3[C:26]=2[N:21]([C@H:18]2[CH2:19][CH2:20][C@H:15]([CH2:14][N:8]([CH2:9][C:10]([F:13])([F:11])[F:12])[C:6](=[O:7])[O:5][C:1]([CH3:4])([CH3:3])[CH3:2])[CH2:16][CH2:17]2)[CH2:22]1. The catalyst class is: 35. (5) The catalyst class is: 17. Product: [CH3:10][S:11]([NH:1][C:2]1[CH:7]=[N:6][C:5]([C:8]#[N:9])=[CH:4][CH:3]=1)(=[O:13])=[O:12]. Reactant: [NH2:1][C:2]1[CH:3]=[CH:4][C:5]([C:8]#[N:9])=[N:6][CH:7]=1.[CH3:10][S:11](Cl)(=[O:13])=[O:12]. (6) Reactant: Cl[CH2:2][CH2:3][C:4]1[CH:9]=[CH:8][C:7]([N:10]2[C:14]3=[N:15][C:16]([CH3:20])=[CH:17][C:18]([CH3:19])=[C:13]3[N:12]=[C:11]2[CH2:21][CH3:22])=[CH:6][CH:5]=1.[N-:23]=[N+:24]=[N-:25].[Na+].O. Product: [CH2:21]([C:11]1[N:10]([C:7]2[CH:8]=[CH:9][C:4]([CH2:3][CH2:2][N:23]=[N+:24]=[N-:25])=[CH:5][CH:6]=2)[C:14]2=[N:15][C:16]([CH3:20])=[CH:17][C:18]([CH3:19])=[C:13]2[N:12]=1)[CH3:22]. The catalyst class is: 3.